From a dataset of Reaction yield outcomes from USPTO patents with 853,638 reactions. Predict the reaction yield, written as a fraction of the theoretical maximum amount of product (1.0 means a 100% yield; for example, 0.34 means a 34% yield). (1) The reactants are [CH:1]([N:4]1[C:8]2[CH:9]=[CH:10][CH:11]=[CH:12][C:7]=2[N:6]([CH2:13][C:14]2[N:18]([CH2:19][CH2:20][CH:21]([CH3:23])[CH3:22])[C:17]3[CH:24]=[CH:25][C:26]([CH2:28]OS(C)(=O)=O)=[CH:27][C:16]=3[N:15]=2)[C:5]1=[O:34])([CH3:3])[CH3:2].[C-:35]#[N:36].[K+]. The catalyst is CN(C=O)C. The product is [CH:1]([N:4]1[C:8]2[CH:9]=[CH:10][CH:11]=[CH:12][C:7]=2[N:6]([CH2:13][C:14]2[N:18]([CH2:19][CH2:20][CH:21]([CH3:23])[CH3:22])[C:17]3[CH:24]=[CH:25][C:26]([CH2:28][C:35]#[N:36])=[CH:27][C:16]=3[N:15]=2)[C:5]1=[O:34])([CH3:2])[CH3:3]. The yield is 0.880. (2) The reactants are [C:1]1([CH2:7][C:8](Cl)=[O:9])[CH:6]=[CH:5][CH:4]=[CH:3][CH:2]=1.[Cl:11][C:12]([Cl:21])([Cl:20])[C:13]([C:15]1[NH:16][CH:17]=[CH:18][CH:19]=1)=[O:14].[Cl-].[Cl-].[Cl-].[Al+3]. The catalyst is ClCCl. The product is [Cl:21][C:12]([Cl:11])([Cl:20])[C:13]([C:15]1[NH:16][CH:17]=[C:18]([C:8](=[O:9])[CH2:7][C:1]2[CH:6]=[CH:5][CH:4]=[CH:3][CH:2]=2)[CH:19]=1)=[O:14]. The yield is 0.600. (3) The reactants are [CH3:1][CH:2]([CH3:31])[CH2:3][CH:4]([NH:21][C:22]1[CH:23]=[N:24][C:25]([C:28](O)=[O:29])=[N:26][CH:27]=1)[C:5]1[CH:10]=[CH:9][C:8]([C:11]2[CH:16]=[CH:15][C:14]([C:17]([F:20])([F:19])[F:18])=[CH:13][CH:12]=2)=[CH:7][CH:6]=1.Cl.CN(C)CCCN=C=NCC.Cl.[CH2:45]([O:47][C:48](=[O:52])[CH2:49][CH2:50][NH2:51])[CH3:46].C(N(CC)CC)C. The catalyst is ClCCl. The product is [CH2:45]([O:47][C:48](=[O:52])[CH2:49][CH2:50][NH:51][C:28]([C:25]1[N:26]=[CH:27][C:22]([NH:21][CH:4]([C:5]2[CH:6]=[CH:7][C:8]([C:11]3[CH:16]=[CH:15][C:14]([C:17]([F:18])([F:20])[F:19])=[CH:13][CH:12]=3)=[CH:9][CH:10]=2)[CH2:3][CH:2]([CH3:31])[CH3:1])=[CH:23][N:24]=1)=[O:29])[CH3:46]. The yield is 0.940. (4) The reactants are [CH2:1]([O:8][C:9]([N:11]1[CH2:15][CH2:14][C@:13]([CH3:19])([C:16](O)=[O:17])[CH2:12]1)=[O:10])[C:2]1[CH:7]=[CH:6][CH:5]=[CH:4][CH:3]=1.CC(OC(OC(OC(C)(C)C)=O)=O)(C)C.[N:35]1C=CC=CC=1.[NH4+].[OH-].O. The catalyst is C(OCC)(=O)C.O. The product is [C:16]([C@@:13]1([CH3:19])[CH2:14][CH2:15][N:11]([C:9]([O:8][CH2:1][C:2]2[CH:7]=[CH:6][CH:5]=[CH:4][CH:3]=2)=[O:10])[CH2:12]1)(=[O:17])[NH2:35]. The yield is 0.956. (5) The reactants are Cl[C:2](Cl)([O:4][C:5](=[O:11])OC(Cl)(Cl)Cl)Cl.[F:13][C:14]([F:34])([F:33])[C:15]1[CH:16]=[C:17]([C:21]2[CH:22]=[CH:23][C:24]3[N:30]4[CH2:31][C@H:27]([CH2:28][CH2:29]4)[NH:26][C:25]=3[N:32]=2)[CH:18]=[CH:19][CH:20]=1.C(N(CC)CC)C.[NH2:42][C:43]1[CH:44]=[C:45]([CH:60]=[CH:61][CH:62]=1)[CH2:46][N:47]1[CH2:52][CH2:51][N:50](C(OC(C)(C)C)=O)[CH2:49][CH2:48]1. The catalyst is C(#N)C.CN(C1C=CN=CC=1)C. The product is [F:13][C:14]([F:34])([F:33])[C:5]([OH:4])=[O:11].[N:47]1([CH2:46][C:45]2[CH:44]=[C:43]([NH:42][C:2]([N:26]3[C@@H:27]4[CH2:31][N:30]([CH2:29][CH2:28]4)[C:24]4[CH:23]=[CH:22][C:21]([C:17]5[CH:18]=[CH:19][CH:20]=[C:15]([C:14]([F:33])([F:13])[F:34])[CH:16]=5)=[N:32][C:25]3=4)=[O:4])[CH:62]=[CH:61][CH:60]=2)[CH2:48][CH2:49][NH:50][CH2:51][CH2:52]1. The yield is 0.290. (6) The reactants are [CH:1]([N:14]1[CH2:17][CH:16](I)[CH2:15]1)([C:8]1[CH:13]=[CH:12][CH:11]=[CH:10][CH:9]=1)[C:2]1[CH:7]=[CH:6][CH:5]=[CH:4][CH:3]=1.CN(P(N(C)C)(N(C)C)=O)C.[C:30]([N:38]1[CH2:43][CH2:42][C:41](=[O:44])[CH2:40][CH2:39]1)(=[O:37])[C:31]1[CH:36]=[CH:35][CH:34]=[CH:33][CH:32]=1.[NH4+].[Cl-]. The catalyst is C1COCC1. The product is [CH:1]([N:14]1[CH2:17][CH:16]([C:41]2([OH:44])[CH2:40][CH2:39][N:38]([C:30]([C:31]3[CH:36]=[CH:35][CH:34]=[CH:33][CH:32]=3)=[O:37])[CH2:43][CH2:42]2)[CH2:15]1)([C:8]1[CH:13]=[CH:12][CH:11]=[CH:10][CH:9]=1)[C:2]1[CH:7]=[CH:6][CH:5]=[CH:4][CH:3]=1. The yield is 0.550. (7) The catalyst is C(Cl)Cl.CCOC(C)=O.O. The product is [CH3:8][C:6]1([CH3:7])[C:2]([CH3:16])([CH3:1])[O:3][B:4]([C:9]2[CH:15]=[CH:14][C:12]([N:13]3[CH2:25][CH2:26][CH2:27][S:28]3(=[O:30])=[O:29])=[CH:11][CH:10]=2)[O:5]1. The reactants are [CH3:1][C:2]1([CH3:16])[C:6]([CH3:8])([CH3:7])[O:5][B:4]([C:9]2[CH:15]=[CH:14][C:12]([NH2:13])=[CH:11][CH:10]=2)[O:3]1.C(N(CC)CC)C.Cl[CH2:25][CH2:26][CH2:27][S:28](Cl)(=[O:30])=[O:29]. The yield is 0.700. (8) The reactants are [NH2:1][C:2]1[N:10]=[C:9]2[C:5]([N:6]=[CH:7][N:8]2[CH2:11][CH2:12][CH:13]([CH2:16][OH:17])[CH2:14][OH:15])=[C:4](Cl)[N:3]=1.C(OCC)(=O)C.C(O)C.[H][H]. The catalyst is [Pd].C(N(CC)CC)C. The product is [NH2:1][C:2]1[N:10]=[C:9]2[C:5]([N:6]=[CH:7][N:8]2[CH2:11][CH2:12][CH:13]([CH2:16][OH:17])[CH2:14][OH:15])=[CH:4][N:3]=1. The yield is 0.820. (9) The yield is 0.630. The catalyst is CC#N. The product is [S:11]1[C:12]2[CH:18]=[CH:17][CH:16]=[CH:15][C:13]=2[N:14]=[C:10]1[O:9][C:8]1[CH:19]=[CH:20][C:5]([O:4][CH2:3][CH2:2][N:21]2[CH2:29][CH2:28][CH:24]([C:25]([NH2:27])=[O:26])[CH2:23][CH2:22]2)=[CH:6][CH:7]=1. The reactants are Br[CH2:2][CH2:3][O:4][C:5]1[CH:20]=[CH:19][C:8]([O:9][C:10]2[S:11][C:12]3[CH:18]=[CH:17][CH:16]=[CH:15][C:13]=3[N:14]=2)=[CH:7][CH:6]=1.[NH:21]1[CH2:29][CH2:28][CH:24]([C:25]([NH2:27])=[O:26])[CH2:23][CH2:22]1.CNC. (10) The reactants are [CH3:1][O:2][C:3](=[O:22])/[C:4](/[NH:11]C(OCC1C=CC=CC=1)=O)=[CH:5]/[C@H:6]1[CH2:9][C@@H:8]([CH3:10])[CH2:7]1.[H][H]. The catalyst is [Pd].CO. The product is [CH3:1][O:2][C:3](=[O:22])[CH:4]([NH2:11])[CH2:5][C@H:6]1[CH2:7][C@H:8]([CH3:10])[CH2:9]1. The yield is 0.860.